From a dataset of Reaction yield outcomes from USPTO patents with 853,638 reactions. Predict the reaction yield, written as a fraction of the theoretical maximum amount of product (1.0 means a 100% yield; for example, 0.34 means a 34% yield). The reactants are Cl.[Br:2][C:3]1[CH:16]=[CH:15][C:6]([O:7][CH2:8][CH:9]2[CH2:14][CH2:13][NH:12][CH2:11][CH2:10]2)=[CH:5][CH:4]=1.[CH2:17]([C:19]1([CH2:22][CH3:23])[CH2:21][O:20]1)[CH3:18].C([O-])([O-])=O.[K+].[K+].O. The catalyst is CCO. The product is [Br:2][C:3]1[CH:4]=[CH:5][C:6]([O:7][CH2:8][CH:9]2[CH2:10][CH2:11][N:12]([CH2:21][C:19]([OH:20])([CH2:22][CH3:23])[CH2:17][CH3:18])[CH2:13][CH2:14]2)=[CH:15][CH:16]=1. The yield is 0.870.